Predict the product of the given reaction. From a dataset of Forward reaction prediction with 1.9M reactions from USPTO patents (1976-2016). (1) Given the reactants Br[C:2]1[C:3](=[O:32])[N:4]([CH2:24][CH2:25][C:26]2[CH:31]=[CH:30][CH:29]=[CH:28][CH:27]=2)[C:5]([C:9]2[CH:14]=[CH:13][CH:12]=[C:11]([F:15])[C:10]=2[O:16][CH2:17][C:18]2[CH:23]=[CH:22][CH:21]=[CH:20][CH:19]=2)=[N:6][C:7]=1[CH3:8].BrC1SC2CCCCC=2N=1.[CH3:43][Sn:44]([CH3:50])([CH3:49])[Sn:44]([CH3:50])([CH3:49])[CH3:43], predict the reaction product. The product is: [F:15][C:11]1[C:10]([O:16][CH2:17][C:18]2[CH:23]=[CH:22][CH:21]=[CH:20][CH:19]=2)=[C:9]([C:5]2[N:4]([CH2:24][CH2:25][C:26]3[CH:31]=[CH:30][CH:29]=[CH:28][CH:27]=3)[C:3](=[O:32])[C:2]([Sn:44]([CH3:50])([CH3:49])[CH3:43])=[C:7]([CH3:8])[N:6]=2)[CH:14]=[CH:13][CH:12]=1. (2) The product is: [NH2:28][C:29]([CH2:34][OH:35])([CH2:32][OH:33])[CH2:30][OH:31].[Cl:1][C:2]1[CH:27]=[CH:26][C:5]2[C:6](=[O:25])[N:7]=[C:8]([C:10]3[N:15]=[C:14]([CH2:16][CH2:17][C:18]([OH:20])=[O:19])[CH:13]=[C:12]([S:21]([CH3:24])(=[O:22])=[O:23])[CH:11]=3)[S:9][C:4]=2[CH:3]=1. Given the reactants [Cl:1][C:2]1[CH:27]=[CH:26][C:5]2[C:6](=[O:25])[N:7]=[C:8]([C:10]3[N:15]=[C:14]([CH2:16][CH2:17][C:18]([OH:20])=[O:19])[CH:13]=[C:12]([S:21]([CH3:24])(=[O:23])=[O:22])[CH:11]=3)[S:9][C:4]=2[CH:3]=1.[NH2:28][C:29]([CH2:34][OH:35])([CH2:32][OH:33])[CH2:30][OH:31], predict the reaction product. (3) Given the reactants [C:1]([C:3]1[CH:8]=[CH:7][CH:6]=[CH:5][C:4]=1[CH2:9][C:10]([O:12][CH3:13])=[O:11])#[CH:2].CCN(CC)CC.[Cl:21][C:22]1[N:27]=[C:26](Cl)[C:25]([O:29][CH3:30])=[CH:24][N:23]=1.C1C=CC(P(C2C=CC=CC=2)C2C=CC=CC=2)=CC=1, predict the reaction product. The product is: [Cl:21][C:22]1[N:27]=[C:26]([C:2]#[C:1][C:3]2[CH:8]=[CH:7][CH:6]=[CH:5][C:4]=2[CH2:9][C:10]([O:12][CH3:13])=[O:11])[C:25]([O:29][CH3:30])=[CH:24][N:23]=1. (4) Given the reactants [Cl:1][C:2]1[CH:19]=[CH:18][CH:17]=[CH:16][C:3]=1[C:4]([C:6]1[CH:15]=[CH:14][C:9]2[NH:10][C:11](=[O:13])[S:12][C:8]=2[CH:7]=1)=[O:5].C(=O)([O-])[O-].[K+].[K+].Cl[CH2:27][CH2:28][O:29][C:30]1[CH:45]=[CH:44][C:33]([CH:34]=[C:35]([C:40]([O:42][CH3:43])=[O:41])[C:36]([O:38][CH3:39])=[O:37])=[CH:32][CH:31]=1, predict the reaction product. The product is: [Cl:1][C:2]1[CH:19]=[CH:18][CH:17]=[CH:16][C:3]=1[C:4]([C:6]1[CH:15]=[CH:14][C:9]2[N:10]([CH2:27][CH2:28][O:29][C:30]3[CH:31]=[CH:32][C:33]([CH:34]=[C:35]([C:40]([O:42][CH3:43])=[O:41])[C:36]([O:38][CH3:39])=[O:37])=[CH:44][CH:45]=3)[C:11](=[O:13])[S:12][C:8]=2[CH:7]=1)=[O:5].